From a dataset of Forward reaction prediction with 1.9M reactions from USPTO patents (1976-2016). Predict the product of the given reaction. Given the reactants [OH:1][C:2]1[C:11]([O:12][CH3:13])=[CH:10][CH:9]=[C:8]2[C:3]=1[CH2:4][CH2:5][N:6]1[CH2:17][CH:16]([C:18]3[CH:19]=[C:20]([CH3:24])[CH:21]=[CH:22][CH:23]=3)[C:15](=O)[CH2:14][CH:7]12.[OH2:26].C([O-])(=O)C.[NH4+:31].Cl.NO, predict the reaction product. The product is: [OH:1][C:2]1[C:11]([O:12][CH3:13])=[CH:10][CH:9]=[C:8]2[C:3]=1[CH2:4][CH2:5][N:6]1[CH2:17][CH:16]([C:18]3[CH:19]=[C:20]([CH3:24])[CH:21]=[CH:22][CH:23]=3)[C:15](=[N:31][OH:26])[CH2:14][CH:7]12.